From a dataset of Reaction yield outcomes from USPTO patents with 853,638 reactions. Predict the reaction yield, written as a fraction of the theoretical maximum amount of product (1.0 means a 100% yield; for example, 0.34 means a 34% yield). (1) The reactants are [Cl:1][C:2]1[CH:7]=[CH:6][C:5]([NH:8][C:9]2[N:14]=[C:13](Cl)[N:12]=[C:11]([Cl:16])[N:10]=2)=[CH:4][CH:3]=1.C(=O)([O-])[O-].[K+].[K+].[NH2:23]C1C=CC=CC=1.C(OCC)(=O)C.[C:36]1(C)[CH:41]=[CH:40][CH:39]=[CH:38][CH:37]=1. The catalyst is C1OCCOCCOCCOCCOCCOC1. The product is [Cl:16][C:11]1[N:10]=[C:9]([N:8]([C:5]2[CH:4]=[CH:3][C:2]([Cl:1])=[CH:7][CH:6]=2)[C:36]2[CH:41]=[CH:40][CH:39]=[CH:38][CH:37]=2)[N:14]=[C:13]([NH2:23])[N:12]=1. The yield is 0.460. (2) The reactants are [CH2:1]([O:3][C:4](=[O:34])[CH2:5][CH2:6][C:7]1[CH:12]=[CH:11][C:10]([O:13][C:14]2[CH:19]=[C:18]([CH3:20])[CH:17]=[C:16]([O:21][C:22]3[CH:27]=[CH:26][C:25]([C:28]([F:31])([F:30])[F:29])=[CH:24][C:23]=3Br)[CH:15]=2)=[CH:9][C:8]=1[CH3:33])[CH3:2].[N:35]1[CH:40]=[CH:39][CH:38]=[C:37](B(O)O)[CH:36]=1.[F-].[Cs+].C(Cl)Cl. The catalyst is C(#N)C. The product is [CH2:1]([O:3][C:4](=[O:34])[CH2:5][CH2:6][C:7]1[CH:12]=[CH:11][C:10]([O:13][C:14]2[CH:15]=[C:16]([O:21][C:22]3[CH:27]=[CH:26][C:25]([C:28]([F:31])([F:30])[F:29])=[CH:24][C:23]=3[C:37]3[CH:36]=[N:35][CH:40]=[CH:39][CH:38]=3)[CH:17]=[C:18]([CH3:20])[CH:19]=2)=[CH:9][C:8]=1[CH3:33])[CH3:2]. The yield is 0.790. (3) The reactants are Br[C:2]1[N:7]=[C:6]([C:8]2[CH2:13][CH2:12][C:11]([CH3:15])([CH3:14])[CH2:10][CH:9]=2)[C:5]([NH:16][C:17]([C:19]2[N:20]([CH2:26][O:27][CH2:28][CH2:29][Si:30]([CH3:33])([CH3:32])[CH3:31])[CH:21]=[C:22]([C:24]#[N:25])[N:23]=2)=[O:18])=[CH:4][CH:3]=1.C([Sn](CCCC)(CCCC)[C:39]([O:41][CH2:42][CH3:43])=[CH2:40])CCC.CN(C=O)C. The catalyst is CCOC(C)=O.C1C=CC([P]([Pd]([P](C2C=CC=CC=2)(C2C=CC=CC=2)C2C=CC=CC=2)([P](C2C=CC=CC=2)(C2C=CC=CC=2)C2C=CC=CC=2)[P](C2C=CC=CC=2)(C2C=CC=CC=2)C2C=CC=CC=2)(C2C=CC=CC=2)C2C=CC=CC=2)=CC=1. The product is [CH3:14][C:11]1([CH3:15])[CH2:12][CH2:13][C:8]([C:6]2[C:5]([NH:16][C:17]([C:19]3[N:20]([CH2:26][O:27][CH2:28][CH2:29][Si:30]([CH3:33])([CH3:32])[CH3:31])[CH:21]=[C:22]([C:24]#[N:25])[N:23]=3)=[O:18])=[CH:4][CH:3]=[C:2]([C:39]([O:41][CH2:42][CH3:43])=[CH2:40])[N:7]=2)=[CH:9][CH2:10]1. The yield is 0.430. (4) The reactants are [NH2:1][C:2]1[N:3]=[C:4](N)[C:5]2[N:11]=[C:10]([Cl:12])[CH:9]=[CH:8][C:6]=2[N:7]=1.[OH-:14].[Na+]. The catalyst is Cl. The product is [NH2:1][C:2]1[NH:3][C:4](=[O:14])[C:5]2[N:11]=[C:10]([Cl:12])[CH:9]=[CH:8][C:6]=2[N:7]=1. The yield is 0.950. (5) The reactants are [CH3:1][O:2][C:3]1[CH:4]=[C:5]([N:11]([CH3:35])[S:12]([C:15]2[CH:20]=[CH:19][C:18]([CH2:21][CH2:22][CH2:23][N:24]3C(=O)C4C(=CC=CC=4)C3=O)=[CH:17][CH:16]=2)(=[O:14])=[O:13])[CH:6]=[CH:7][C:8]=1[O:9][CH3:10].O.NN. The catalyst is CO. The product is [NH2:24][CH2:23][CH2:22][CH2:21][C:18]1[CH:19]=[CH:20][C:15]([S:12]([N:11]([C:5]2[CH:6]=[CH:7][C:8]([O:9][CH3:10])=[C:3]([O:2][CH3:1])[CH:4]=2)[CH3:35])(=[O:14])=[O:13])=[CH:16][CH:17]=1. The yield is 0.990. (6) The reactants are [N:1]1[C:10]2[C:5](=[CH:6][CH:7]=[CH:8][CH:9]=2)[CH:4]=[C:3]([CH:11]=O)[CH:2]=1.CN.CO.CC(O)=O.[BH3-][C:22]#[N:23].[Na+]. The catalyst is CO. The product is [CH3:22][NH:23][CH2:11][C:3]1[CH:2]=[N:1][C:10]2[C:5]([CH:4]=1)=[CH:6][CH:7]=[CH:8][CH:9]=2. The yield is 0.240.